Task: Predict the reaction yield, written as a fraction of the theoretical maximum amount of product (1.0 means a 100% yield; for example, 0.34 means a 34% yield).. Dataset: Reaction yield outcomes from USPTO patents with 853,638 reactions (1) The yield is 0.140. The catalyst is CN(C=O)C.O. The reactants are [CH:1]1([N:6]2[CH2:12][C:11]([F:14])([F:13])[C:10](=[O:15])[N:9]([CH3:16])[C:8]3[CH:17]=[N:18][C:19]([NH:21][C:22]4[CH:30]=[CH:29][C:25]([C:26](O)=[O:27])=[CH:24][C:23]=4[O:31][CH3:32])=[N:20][C:7]2=3)[CH2:5][CH2:4][CH2:3][CH2:2]1.[NH2:33][CH:34]1[CH2:37][N:36]([CH:38]2[CH2:43][CH2:42][N:41](C(OC(C)(C)C)=O)[CH2:40][CH2:39]2)[CH2:35]1.CN(C(ON1N=NC2C=CC=NC1=2)=[N+](C)C)C.F[P-](F)(F)(F)(F)F.CCN(C(C)C)C(C)C. The product is [CH:1]1([N:6]2[CH2:12][C:11]([F:14])([F:13])[C:10](=[O:15])[N:9]([CH3:16])[C:8]3[CH:17]=[N:18][C:19]([NH:21][C:22]4[CH:30]=[CH:29][C:25]([C:26]([NH:33][CH:34]5[CH2:35][N:36]([CH:38]6[CH2:43][CH2:42][NH:41][CH2:40][CH2:39]6)[CH2:37]5)=[O:27])=[CH:24][C:23]=4[O:31][CH3:32])=[N:20][C:7]2=3)[CH2:5][CH2:4][CH2:3][CH2:2]1. (2) The reactants are [CH2:1]([NH:3][C:4]1[C:5]([CH3:22])=[C:6]([CH:14]=[C:15]([CH3:21])[C:16]=1[C:17]([O:19]C)=[O:18])[C:7]([O:9][C:10]([CH3:13])([CH3:12])[CH3:11])=[O:8])[CH3:2].[OH-].[Li+].[OH-].[Na+].Cl. The catalyst is O1CCOCC1.O.CO. The product is [C:10]([O:9][C:7]([C:6]1[CH:14]=[C:15]([CH3:21])[C:16]([C:17]([OH:19])=[O:18])=[C:4]([NH:3][CH2:1][CH3:2])[C:5]=1[CH3:22])=[O:8])([CH3:13])([CH3:12])[CH3:11]. The yield is 0.850. (3) No catalyst specified. The reactants are N[C:2]1[C:7]([CH:8]=[O:9])=[CH:6][C:5]([Br:10])=[CH:4][N:3]=1.[CH3:11][Mg]Br.C(O[CH2:17][CH3:18])C.[Cl-].[NH4+].[CH2:21]1[CH2:25]OC[CH2:22]1. The yield is 0.500. The product is [NH2:3][C:2]1[CH:11]=[CH:4][C:5]([Br:10])=[CH:6][C:7]=1[CH:8]([CH:18]1[CH2:17][CH2:25][CH2:21][CH2:22]1)[OH:9]. (4) The reactants are [CH3:1][O:2][C:3]1[CH:4]=[C:5]2[C:9](=[CH:10][C:11]=1[O:12][CH3:13])[C:8](=[O:14])[CH2:7][CH2:6]2.[CH2:15]([N:22]1[CH2:27][CH2:26][CH:25]([CH:28]=O)[CH2:24][CH2:23]1)[C:16]1[CH:21]=[CH:20][CH:19]=[CH:18][CH:17]=1.[OH-].[K+]. The catalyst is O1CCCC1.O. The product is [CH2:15]([N:22]1[CH2:27][CH2:26][CH:25]([CH:28]=[C:7]2[CH2:6][C:5]3[C:9](=[CH:10][C:11]([O:12][CH3:13])=[C:3]([O:2][CH3:1])[CH:4]=3)[C:8]2=[O:14])[CH2:24][CH2:23]1)[C:16]1[CH:21]=[CH:20][CH:19]=[CH:18][CH:17]=1. The yield is 1.00. (5) The reactants are [CH3:1][O:2][C:3]1[CH:30]=[C:29]([O:31][CH3:32])[CH:28]=[CH:27][C:4]=1[CH2:5][N:6]1[C:14](=O)[C:13]2[C:8](=[CH:9][CH:10]=[CH:11][C:12]=2[O:16][CH2:17][CH2:18][CH2:19][N:20]2[CH2:25][CH2:24][O:23][CH2:22][CH2:21]2)[C:7]1=O.[H-].[Al+3].[Li+].[H-].[H-].[H-].C1COCC1. No catalyst specified. The product is [CH3:1][O:2][C:3]1[CH:30]=[C:29]([O:31][CH3:32])[CH:28]=[CH:27][C:4]=1[CH2:5][N:6]1[CH2:14][C:13]2[C:8](=[CH:9][CH:10]=[CH:11][C:12]=2[O:16][CH2:17][CH2:18][CH2:19][N:20]2[CH2:25][CH2:24][O:23][CH2:22][CH2:21]2)[CH2:7]1. The yield is 0.830. (6) The reactants are [Br:1][C:2]1[N:7]=[C:6]([NH2:8])[CH:5]=[CH:4][CH:3]=1.Cl[CH2:10][C:11](=O)[CH3:12]. No catalyst specified. The product is [Br:1][C:2]1[N:7]2[CH:10]=[C:11]([CH3:12])[N:8]=[C:6]2[CH:5]=[CH:4][CH:3]=1. The yield is 0.450. (7) The reactants are [C:1]([C:3]1[CH:8]=[CH:7][CH:6]=[CH:5][C:4]=1[C:9]1[CH:14]=[CH:13][C:12]([CH2:15][CH:16]([C:22](=O)[CH2:23][CH2:24][CH3:25])[C:17](OCC)=[O:18])=[CH:11][CH:10]=1)#[N:2].[CH3:27][C:28]1[NH:29][C:30]([NH:33][CH:34]2[CH2:39][CH2:38][O:37][CH2:36][CH2:35]2)=[N:31][N:32]=1. No catalyst specified. The product is [CH3:27][C:28]1[N:29]=[C:30]2[N:33]([CH:34]3[CH2:39][CH2:38][O:37][CH2:36][CH2:35]3)[C:17](=[O:18])[C:16]([CH2:15][C:12]3[CH:13]=[CH:14][C:9]([C:4]4[C:3]([C:1]#[N:2])=[CH:8][CH:7]=[CH:6][CH:5]=4)=[CH:10][CH:11]=3)=[C:22]([CH2:23][CH2:24][CH3:25])[N:31]2[N:32]=1. The yield is 0.480. (8) The reactants are [CH2:1]([C:3]1[C:8](=[O:9])[NH:7][C:6]([CH3:10])=[C:5]([C:11]2[S:15][C:14]([S:16]([Cl:19])(=[O:18])=[O:17])=[CH:13][CH:12]=2)[CH:4]=1)[CH3:2].[N:20]1[CH:25]=[CH:24][CH:23]=[C:22]([CH2:26][CH2:27][NH2:28])[CH:21]=1. No catalyst specified. The product is [ClH:19].[N:20]1[CH:25]=[CH:24][CH:23]=[C:22]([CH2:26][CH2:27][NH:28][S:16]([C:14]2[S:15][C:11]([C:5]3[CH:4]=[C:3]([CH2:1][CH3:2])[C:8](=[O:9])[NH:7][C:6]=3[CH3:10])=[CH:12][CH:13]=2)(=[O:18])=[O:17])[CH:21]=1. The yield is 0.310.